Dataset: Forward reaction prediction with 1.9M reactions from USPTO patents (1976-2016). Task: Predict the product of the given reaction. (1) Given the reactants [CH2:1]([O:8][C:9]1[C:10]([CH2:20][CH:21]([C:23]2[CH:28]=[CH:27][CH:26]=[C:25]([C:29]3[S:30][C:31]([CH3:34])=[CH:32][CH:33]=3)[CH:24]=2)[NH2:22])=[CH:11][C:12]([Cl:19])=[C:13]2[C:18]=1[N:17]=[CH:16][CH:15]=[CH:14]2)[C:2]1[CH:7]=[CH:6][CH:5]=[CH:4][CH:3]=1.[CH2:35]([O:42][CH2:43][C:44](Cl)=[O:45])[C:36]1[CH:41]=[CH:40][CH:39]=[CH:38][CH:37]=1.C(N(CC)CC)C.[Si](I)(C)(C)C, predict the reaction product. The product is: [CH2:35]([O:42][CH2:43][C:44]([NH:22][CH:21]([C:23]1[CH:28]=[CH:27][CH:26]=[C:25]([C:29]2[S:30][C:31]([CH3:34])=[CH:32][CH:33]=2)[CH:24]=1)[CH2:20][C:10]1[C:9]([O:8][CH2:1][C:2]2[CH:7]=[CH:6][CH:5]=[CH:4][CH:3]=2)=[C:18]2[C:13]([CH:14]=[CH:15][CH:16]=[N:17]2)=[C:12]([Cl:19])[CH:11]=1)=[O:45])[C:36]1[CH:41]=[CH:40][CH:39]=[CH:38][CH:37]=1.[CH2:35]([O:42][CH2:43][C:44]([NH:22][CH:21]([C:23]1[CH:28]=[CH:27][CH:26]=[C:25]([C:29]2[S:30][C:31]([CH3:34])=[CH:32][CH:33]=2)[CH:24]=1)[CH2:20][C:10]1[C:9]([OH:8])=[C:18]2[C:13]([CH:14]=[CH:15][CH:16]=[N:17]2)=[C:12]([Cl:19])[CH:11]=1)=[O:45])[C:36]1[CH:41]=[CH:40][CH:39]=[CH:38][CH:37]=1. (2) Given the reactants [CH3:1][C:2]([CH3:31])([CH3:30])[CH2:3][N:4]([C:23]1[CH:28]=[CH:27][CH:26]=[C:25]([CH3:29])[N:24]=1)[C:5](=[O:22])[C:6]1[CH:11]=[CH:10][C:9]([O:12][CH3:13])=[CH:8][C:7]=1[N:14]1[CH2:19][CH2:18][CH:17]([CH2:20][OH:21])[CH2:16][CH2:15]1.C(N(CC)CC)C, predict the reaction product. The product is: [CH3:1][C:2]([CH3:31])([CH3:30])[CH2:3][N:4]([C:23]1[CH:28]=[CH:27][CH:26]=[C:25]([CH3:29])[N:24]=1)[C:5](=[O:22])[C:6]1[CH:11]=[CH:10][C:9]([O:12][CH3:13])=[CH:8][C:7]=1[N:14]1[CH2:15][CH2:16][CH:17]([CH:20]=[O:21])[CH2:18][CH2:19]1. (3) The product is: [CH3:30][N:31]([CH3:39])[C:32]1[CH:33]=[C:34]([NH:38][C:22]([NH:21][N:20]=[CH:19][C:18]2[CH:17]=[CH:16][C:15]([C:12]3[N:13]=[CH:14][N:10]([C:7]4[CH:6]=[CH:5][C:4]([O:3][C:2]([F:28])([F:1])[F:29])=[CH:9][CH:8]=4)[N:11]=3)=[CH:27][CH:26]=2)=[S:23])[CH:35]=[CH:36][CH:37]=1. Given the reactants [F:1][C:2]([F:29])([F:28])[O:3][C:4]1[CH:9]=[CH:8][C:7]([N:10]2[CH:14]=[N:13][C:12]([C:15]3[CH:27]=[CH:26][C:18](/[CH:19]=[N:20]/[NH:21][C:22](SC)=[S:23])=[CH:17][CH:16]=3)=[N:11]2)=[CH:6][CH:5]=1.[CH3:30][N:31]([CH3:39])[C:32]1[CH:37]=[CH:36][CH:35]=[C:34]([NH2:38])[CH:33]=1, predict the reaction product. (4) Given the reactants [N+:1]([C:4]1[CH:9]=[CH:8][CH:7]=[CH:6][CH:5]=1)([O-])=O.[CH3:10][OH:11], predict the reaction product. The product is: [CH3:9][C:4]1[N:1]=[CH:10][O:11][C:5]=1[C:6]1[CH:5]=[C:4]([CH:9]=[CH:8][CH:7]=1)[NH2:1]. (5) Given the reactants [S:1]1[CH:5]=[CH:4][CH:3]=[C:2]1[C:6]([O:8][CH3:9])=[O:7].II.FC(F)(F)C(O[I:17](C1C=CC=CC=1)OC(=O)C(F)(F)F)=O.C(=O)(O)[O-].[Na+].S([O-])([O-])(=O)=S.[Na+].[Na+], predict the reaction product. The product is: [I:17][C:5]1[S:1][C:2]([C:6]([O:8][CH3:9])=[O:7])=[CH:3][CH:4]=1. (6) Given the reactants [NH2:1][C:2]1[C:3](=[O:17])[N:4]([CH2:9][C:10]([O:12][C:13]([CH3:16])([CH3:15])[CH3:14])=[O:11])[C:5]([CH3:8])=[CH:6][CH:7]=1.[F:18][C:19]([F:32])([F:31])[C:20]1[CH:25]=[CH:24][C:23]([CH2:26][S:27](Cl)(=[O:29])=[O:28])=[CH:22][CH:21]=1, predict the reaction product. The product is: [CH3:8][C:5]1[N:4]([CH2:9][C:10]([O:12][C:13]([CH3:16])([CH3:15])[CH3:14])=[O:11])[C:3](=[O:17])[C:2]([NH:1][S:27]([CH2:26][C:23]2[CH:22]=[CH:21][C:20]([C:19]([F:18])([F:31])[F:32])=[CH:25][CH:24]=2)(=[O:29])=[O:28])=[CH:7][CH:6]=1.